This data is from Catalyst prediction with 721,799 reactions and 888 catalyst types from USPTO. The task is: Predict which catalyst facilitates the given reaction. (1) Reactant: [F:1][C:2]1([C:15](OCC)=[O:16])[CH2:7][CH2:6][N:5]([C:8]([O:10][C:11]([CH3:14])([CH3:13])[CH3:12])=[O:9])[CH2:4][CH2:3]1.[H-].[Al+3].[Li+].[H-].[H-].[H-]. Product: [F:1][C:2]1([CH2:15][OH:16])[CH2:3][CH2:4][N:5]([C:8]([O:10][C:11]([CH3:12])([CH3:13])[CH3:14])=[O:9])[CH2:6][CH2:7]1. The catalyst class is: 1. (2) Reactant: Cl[C:2]1[CH:11]=[CH:10][C:5]([C:6]([O:8][CH3:9])=[O:7])=[CH:4][C:3]=1[N+:12]([O-:14])=[O:13].[CH3:15][NH2:16]. Product: [CH3:9][O:8][C:6](=[O:7])[C:5]1[CH:10]=[CH:11][C:2]([NH:16][CH3:15])=[C:3]([N+:12]([O-:14])=[O:13])[CH:4]=1. The catalyst class is: 3. (3) Product: [CH3:2][C:3]1([CH3:9])[CH2:8][CH2:7][N:6]([C:15]([O:14][C:11]([CH3:13])([CH3:12])[CH3:10])=[O:16])[CH2:5][CH2:4]1. The catalyst class is: 2. Reactant: Cl.[CH3:2][C:3]1([CH3:9])[CH2:8][CH2:7][NH:6][CH2:5][CH2:4]1.[CH3:10][C:11]([O:14][C:15](O[C:15]([O:14][C:11]([CH3:13])([CH3:12])[CH3:10])=[O:16])=[O:16])([CH3:13])[CH3:12].CCN(CC)CC. (4) Reactant: CCN=C=NCCCN(C)C.Cl.[C:13]([O:16][C:17]1[CH:25]=[CH:24][C:23]([Cl:26])=[CH:22][C:18]=1[C:19]([OH:21])=O)(=[O:15])[CH3:14].Cl.[NH2:28][CH2:29][C:30]([NH:32][C:33]1[CH:38]=[C:37]([C:39]([F:42])([F:41])[F:40])[CH:36]=[C:35]([C:43]([F:46])([F:45])[F:44])[CH:34]=1)=[O:31].ON1C2C=CC=CC=2N=N1.Cl. Product: [C:13]([O:16][C:17]1[CH:25]=[CH:24][C:23]([Cl:26])=[CH:22][C:18]=1[C:19]([NH:28][CH2:29][C:30](=[O:31])[NH:32][C:33]1[CH:38]=[C:37]([C:39]([F:42])([F:41])[F:40])[CH:36]=[C:35]([C:43]([F:44])([F:45])[F:46])[CH:34]=1)=[O:21])(=[O:15])[CH3:14]. The catalyst class is: 9.